Dataset: Forward reaction prediction with 1.9M reactions from USPTO patents (1976-2016). Task: Predict the product of the given reaction. Given the reactants NCC1C[CH2:7][N:6]([C:9]2[C:14]([F:15])=[CH:13][N:12]=[C:11]([NH:16][C:17]3[CH:22]=[CH:21][C:20]([N:23]4[CH2:28][CH2:27][N:26]([C:29](=[O:31])[CH3:30])[CH2:25][CH2:24]4)=[CH:19][CH:18]=3)[N:10]=2)[CH2:5][CH2:4]1.[C:32]([N:39]1CCNCC1)(OC(C)(C)C)=O, predict the reaction product. The product is: [F:15][C:14]1[C:9]([N:6]2[CH2:5][CH2:4][NH:39][CH2:32][CH2:7]2)=[N:10][C:11]([NH:16][C:17]2[CH:22]=[CH:21][C:20]([N:23]3[CH2:24][CH2:25][N:26]([C:29](=[O:31])[CH3:30])[CH2:27][CH2:28]3)=[CH:19][CH:18]=2)=[N:12][CH:13]=1.